Predict the reactants needed to synthesize the given product. From a dataset of Full USPTO retrosynthesis dataset with 1.9M reactions from patents (1976-2016). (1) Given the product [CH:23]1([N:22]2[C:21]3[CH:29]=[CH:30][C:31]([C:33]([OH:35])=[O:34])=[CH:32][C:20]=3[N:19]=[C:18]2[C:13]2[CH:14]=[C:15]3[C:10](=[CH:11][CH:12]=2)[N:9]=[C:76]([C:73]2[O:74][C:75]4[C:67]([OH:66])=[CH:68][CH:69]=[CH:70][C:71]=4[CH:72]=2)[CH:77]=[CH:16]3)[CH2:24][CH2:25][CH2:26][CH2:27][CH2:28]1, predict the reactants needed to synthesize it. The reactants are: BrC1C=CC(O)=C(C2C=[CH:16][C:15]3[C:10](=[CH:11][CH:12]=[C:13]([C:18]4[N:22]([CH:23]5[CH2:28][CH2:27][CH2:26][CH2:25][CH2:24]5)[C:21]5[CH:29]=[CH:30][C:31]([C:33]([OH:35])=[O:34])=[CH:32][C:20]=5[N:19]=4)[CH:14]=3)[N:9]=2)C=1.C(OC(C1C=CC2N(C3CCCCC3)C(C3C=CC(N)=C(C=O)C=3)=NC=2C=1)=O)C.[OH:66][C:67]1[C:75]2[O:74][C:73]([C:76](=O)[CH3:77])=[CH:72][C:71]=2[CH:70]=[CH:69][CH:68]=1.[OH-].[K+]. (2) Given the product [CH:15]1([CH2:18][N:8]([C:5]2[CH:4]=[CH:3][C:2]([I:1])=[CH:7][CH:6]=2)[C:9]2[N:10]=[CH:11][CH:12]=[CH:13][N:14]=2)[CH2:17][CH2:16]1, predict the reactants needed to synthesize it. The reactants are: [I:1][C:2]1[CH:7]=[CH:6][C:5]([NH:8][C:9]2[N:14]=[CH:13][CH:12]=[CH:11][N:10]=2)=[CH:4][CH:3]=1.[CH:15]1([CH2:18]Br)[CH2:17][CH2:16]1.[H-].[Na+].